From a dataset of NCI-60 drug combinations with 297,098 pairs across 59 cell lines. Regression. Given two drug SMILES strings and cell line genomic features, predict the synergy score measuring deviation from expected non-interaction effect. (1) Drug 1: CC1=C2C(C(=O)C3(C(CC4C(C3C(C(C2(C)C)(CC1OC(=O)C(C(C5=CC=CC=C5)NC(=O)OC(C)(C)C)O)O)OC(=O)C6=CC=CC=C6)(CO4)OC(=O)C)OC)C)OC. Drug 2: CCC(=C(C1=CC=CC=C1)C2=CC=C(C=C2)OCCN(C)C)C3=CC=CC=C3.C(C(=O)O)C(CC(=O)O)(C(=O)O)O. Cell line: DU-145. Synergy scores: CSS=77.8, Synergy_ZIP=25.0, Synergy_Bliss=24.4, Synergy_Loewe=1.47, Synergy_HSA=23.8. (2) Drug 1: CCC(=C(C1=CC=CC=C1)C2=CC=C(C=C2)OCCN(C)C)C3=CC=CC=C3.C(C(=O)O)C(CC(=O)O)(C(=O)O)O. Drug 2: C1CN(CCN1C(=O)CCBr)C(=O)CCBr. Cell line: MOLT-4. Synergy scores: CSS=49.9, Synergy_ZIP=-1.85, Synergy_Bliss=-2.42, Synergy_Loewe=-17.1, Synergy_HSA=-1.07. (3) Drug 1: CC1C(C(CC(O1)OC2CC(CC3=C2C(=C4C(=C3O)C(=O)C5=C(C4=O)C(=CC=C5)OC)O)(C(=O)C)O)N)O.Cl. Drug 2: C1=CC=C(C=C1)NC(=O)CCCCCCC(=O)NO. Cell line: RXF 393. Synergy scores: CSS=28.7, Synergy_ZIP=2.73, Synergy_Bliss=8.44, Synergy_Loewe=2.83, Synergy_HSA=9.23. (4) Drug 1: CCC1(CC2CC(C3=C(CCN(C2)C1)C4=CC=CC=C4N3)(C5=C(C=C6C(=C5)C78CCN9C7C(C=CC9)(C(C(C8N6C=O)(C(=O)OC)O)OC(=O)C)CC)OC)C(=O)OC)O.OS(=O)(=O)O. Drug 2: CS(=O)(=O)OCCCCOS(=O)(=O)C. Cell line: KM12. Synergy scores: CSS=-0.618, Synergy_ZIP=2.61, Synergy_Bliss=6.68, Synergy_Loewe=3.08, Synergy_HSA=2.33. (5) Drug 1: CNC(=O)C1=CC=CC=C1SC2=CC3=C(C=C2)C(=NN3)C=CC4=CC=CC=N4. Drug 2: C1CCC(C1)C(CC#N)N2C=C(C=N2)C3=C4C=CNC4=NC=N3. Cell line: RPMI-8226. Synergy scores: CSS=4.19, Synergy_ZIP=4.44, Synergy_Bliss=12.8, Synergy_Loewe=5.71, Synergy_HSA=6.09. (6) Drug 1: CCCCC(=O)OCC(=O)C1(CC(C2=C(C1)C(=C3C(=C2O)C(=O)C4=C(C3=O)C=CC=C4OC)O)OC5CC(C(C(O5)C)O)NC(=O)C(F)(F)F)O. Drug 2: C1CC(=O)NC(=O)C1N2C(=O)C3=CC=CC=C3C2=O. Cell line: OVCAR-8. Synergy scores: CSS=34.4, Synergy_ZIP=-2.47, Synergy_Bliss=-5.36, Synergy_Loewe=-18.6, Synergy_HSA=-5.27.